Dataset: CYP3A4 inhibition data for predicting drug metabolism from PubChem BioAssay. Task: Regression/Classification. Given a drug SMILES string, predict its absorption, distribution, metabolism, or excretion properties. Task type varies by dataset: regression for continuous measurements (e.g., permeability, clearance, half-life) or binary classification for categorical outcomes (e.g., BBB penetration, CYP inhibition). Dataset: cyp3a4_veith. The drug is COc1cc2c(cc1OC)[C@]13CCN4CC5=CCO[C@H](CC(=O)O)[C@H]([C@H]5C[C@H]41)[C@H]3N2. The result is 0 (non-inhibitor).